Dataset: Reaction yield outcomes from USPTO patents with 853,638 reactions. Task: Predict the reaction yield, written as a fraction of the theoretical maximum amount of product (1.0 means a 100% yield; for example, 0.34 means a 34% yield). (1) The reactants are [OH:1][CH2:2][CH:3]([O:6][CH2:7][C@@H:8]([NH:11][C:12](=[O:18])[O:13][C:14]([CH3:17])([CH3:16])[CH3:15])[CH:9]=[CH2:10])[CH:4]=[CH2:5].C(N(CC)CC)C.[C:26](Cl)(=[O:28])[CH3:27]. The catalyst is C(Cl)Cl. The product is [C:26]([O:1][CH2:2][CH:3]([O:6][CH2:7][C@@H:8]([NH:11][C:12]([O:13][C:14]([CH3:17])([CH3:16])[CH3:15])=[O:18])[CH:9]=[CH2:10])[CH:4]=[CH2:5])(=[O:28])[CH3:27]. The yield is 0.850. (2) The reactants are [CH3:1][C:2]1[O:6][C:5]([CH:7]([NH2:13])[CH:8]2[CH2:12][CH2:11][CH2:10][S:9]2)=[CH:4][CH:3]=1.[Cl:14][C:15]1[CH:20]=[CH:19][C:18]([NH:21][C:22]2[C:23](=O)[C:24](=[O:29])[C:25]=2[O:26]CC)=[C:17]([OH:31])[C:16]=1[S:32]([N:35]1[CH2:40][CH2:39][N:38]([CH3:41])[CH2:37][CH2:36]1)(=[O:34])=[O:33]. The catalyst is CO. The product is [Cl:14][C:15]1[CH:20]=[CH:19][C:18]([NH:21][C:22]2[C:25](=[O:26])[C:24](=[O:29])[C:23]=2[NH:13][CH:7]([C:5]2[O:6][C:2]([CH3:1])=[CH:3][CH:4]=2)[CH:8]2[CH2:12][CH2:11][CH2:10][S:9]2)=[C:17]([OH:31])[C:16]=1[S:32]([N:35]1[CH2:36][CH2:37][N:38]([CH3:41])[CH2:39][CH2:40]1)(=[O:33])=[O:34]. The yield is 0.610. (3) The reactants are [CH2:1]([O:43][CH:44]1[C@H:48]2[C@H:49](O[Si](C(C)(C)C)(C)C)[N:50](C(OCC(Cl)(Cl)Cl)=O)[C:51]3[CH:58]=[CH:57][C:56]([O:59][CH3:60])=[CH:55][C:52]=3[C:53](=[O:54])[N:47]2[CH:46]=[C:45]1[C:77]1[S:78][CH:79]=[CH:80][CH:81]=1)[CH2:2][CH2:3][O:4][CH:5]1[C@H:9]2[C@H:10](O[Si](C(C)(C)C)(C)C)[N:11](C(OCC(Cl)(Cl)Cl)=O)[C:12]3[CH:19]=[CH:18][C:17]([O:20][CH3:21])=[CH:16][C:13]=3[C:14](=[O:15])[N:8]2[CH:7]=[C:6]1[C:38]1[S:39][CH:40]=[CH:41][CH:42]=1. The catalyst is C1COCC1. The product is [CH2:3]([O:4][CH:5]1[C@@H:9]2[CH:10]=[N:11][C:12]3[CH:19]=[CH:18][C:17]([O:20][CH3:21])=[CH:16][C:13]=3[C:14](=[O:15])[N:8]2[CH:7]=[C:6]1[C:38]1[S:39][CH:40]=[CH:41][CH:42]=1)[CH2:2][CH2:1][O:43][CH:44]1[C@@H:48]2[CH:49]=[N:50][C:51]3[CH:58]=[CH:57][C:56]([O:59][CH3:60])=[CH:55][C:52]=3[C:53](=[O:54])[N:47]2[CH:46]=[C:45]1[C:77]1[S:78][CH:79]=[CH:80][CH:81]=1. The yield is 0.720. (4) The reactants are C(N(CC)CC)C.[CH:8]([C:10]1[C:18]2[C:13](=[CH:14][CH:15]=[CH:16][CH:17]=2)[N:12](C(OC(C)(C)C)=O)[CH:11]=1)=[O:9].[CH3:26][O:27][C:28]1[CH:29]=[C:30]([CH:41]=[C:42]([O:44][CH3:45])[CH:43]=1)[N:31]=[CH:32][C:33]1[CH:38]=[N:37][C:36]([O:39][CH3:40])=[CH:35][N:34]=1. The catalyst is [Cl-].C([N+]1C(C)=C(CCO)SC=1)C1C=CC=CC=1.C(O)C. The product is [CH3:26][O:27][C:28]1[CH:29]=[C:30]([NH:31][CH:32]([C:33]2[CH:38]=[N:37][C:36]([O:39][CH3:40])=[CH:35][N:34]=2)[C:8]([C:10]2[C:18]3[C:13](=[CH:14][CH:15]=[CH:16][CH:17]=3)[NH:12][CH:11]=2)=[O:9])[CH:41]=[C:42]([O:44][CH3:45])[CH:43]=1. The yield is 0.0200.